Dataset: Reaction yield outcomes from USPTO patents with 853,638 reactions. Task: Predict the reaction yield, written as a fraction of the theoretical maximum amount of product (1.0 means a 100% yield; for example, 0.34 means a 34% yield). The reactants are [Cl:1][C:2]1[CH:3]=[C:4]([O:10][C:11]2[C:12]([F:24])=[C:13]([CH2:20]C(O)=O)[CH:14]=[CH:15][C:16]=2[N+:17]([O-:19])=[O:18])[CH:5]=[C:6]([C:8]#[N:9])[CH:7]=1. The catalyst is CC#N. The product is [Cl:1][C:2]1[CH:7]=[C:6]([CH:5]=[C:4]([O:10][C:11]2[C:16]([N+:17]([O-:19])=[O:18])=[CH:15][CH:14]=[C:13]([CH3:20])[C:12]=2[F:24])[CH:3]=1)[C:8]#[N:9]. The yield is 0.870.